This data is from Experimentally validated miRNA-target interactions with 360,000+ pairs, plus equal number of negative samples. The task is: Binary Classification. Given a miRNA mature sequence and a target amino acid sequence, predict their likelihood of interaction. (1) The miRNA is hsa-miR-1278 with sequence UAGUACUGUGCAUAUCAUCUAU. The protein sequence of the target gene is MYRSGERLLGSHALPAEQRDFLPLETTNNNNNHHQPGAWARRAGSSASSPPSASSSPHPSAAVPAADPADSASGSSNKRKRDNKASGGRAAGGGRADGGGVVYSGTPWKRRNYNQGVVGLHEEISDFYEYMSPRPEEEKMRMEVVNRIESVIKELWPSADVQIFGSFKTGLYLPTSDIDLVVFGKWENLPLWTLEEALRKHKVADEDSVKVLDKATVPIIKLTDSFTEVKVDISFNVQNGVRAADLIKDFTKKYPVLPYLVLVLKQFLLQRDLNEVFTGGIGSYSLFLMAVSFLQLHPRE.... Result: 1 (interaction). (2) The miRNA is mmu-miR-690 with sequence AAAGGCUAGGCUCACAACCAAA. The protein sequence of the target gene is MGNCHTVGPNEALVVSGGCCGSDYKQYVFGGWAWAWWCISDTQRISLEIMTLQPRCEDVETAEGVALTVTGVAQVKIMTEKELLAVACEQFLGKNVQDIKNVVLQTLEGHLRSILGTLTVEQIYQDRDQFAKLVREVAAPDVGRMGIEILSFTIKDVYDKVDYLSSLGKTQTAVVQRDADIGVAEAERDAGIREAECKKEMLDVKFMADTKIADSKRAFELQKSAFSEEVNIKTAEAQLAYELQGAREQQKIRQEEIEIEVVQRKKQIAVEAQEILRTDKELIATVRRPAEAEAHRIQQI.... Result: 0 (no interaction). (3) The miRNA is mmu-miR-743a-3p with sequence GAAAGACACCAAGCUGAGUAGA. The protein sequence of the target gene is MAVDLLSAQEPVTFRDVAVFFSQDEWLHLDSAQRALYREVMLENYSSLVSLGIPFSMPKLIHQLQQGEDPCMVEREVPSDTRLGFKTWLETEALPHRQDIFIEETSQGMVKKESIKDGHWDINFEEAVEFESEIEEEQEKKPLRQMIDSHEKTISEDGNHTSLELGKSLFTNTALVTQQSVPIERIPNMYYTFGKDFKQNFDLMKCFQIYPGGKPHICNECGKSFKQNLHLIEHQRIHTGEKPYKCNECEKTFSHRSSLLSHQRIHTGEKPYKCNECEKAFSNSSTLIKHLRVHTGEKPY.... Result: 0 (no interaction). (4) The miRNA is cel-miR-796 with sequence UGGAAUGUAGUUGAGGUUAGUAA. The protein sequence of the target gene is MPKSCAARQCCNRYSSRRKQLTFHRFPFSRPELLKEWVLNIGRGNFKPKQHTVICSEHFRPECFSAFGNRKNLKHNAVPTVFAFQDPTQQVRENTDPASERGNASSSQKEKVLPEAGAGEDSPGRNMDTALEELQLPPNAEGHVKQVSPRRPQATEAVGRPTGPAGLRRTPNKQPSDHSYALLDLDSLKKKLFLTLKENEKLRKRLQAQRLVMRRMSSRLRACKGHQGLQARLGPEQQS. Result: 0 (no interaction). (5) The miRNA is hsa-miR-4652-5p with sequence AGGGGACUGGUUAAUAGAACUA. The protein sequence of the target gene is MAGSSAGGGGVGETKVIYHLDEEETPYLVKIPVPAERITLGDFKSVLQRPAGAKYFFKSMDQDFGVVKEEISDDNARLPCFNGRVVSWLVSSDTPQPEVAPPAHESRTELVPPPPPLPPLPPERTSGIGDSRPPSFHPNVSSSHENLEPETETESVVSLRRDRPRRRDSSEHGAGGHRPGGPSRLERHLAGYESSSTLMTSELESTSLGDSDEDDTMSRFSSSTEQSSASRLLKRHRRRRKQRPPRMERTSSFSSVTDSTMSLNIITVTLNMEKYNFLGISIVGQSNERGDGGIYIGSIM.... Result: 0 (no interaction). (6) The miRNA is hsa-miR-199b-5p with sequence CCCAGUGUUUAGACUAUCUGUUC. The protein sequence of the target gene is MGTDSRAAKALLARARTLHLQTGNLLNWGRLRKKCPSTHSEELHDCIQKTLNEWSSQINPDLVREFPDVLECTVSHAVEKINPDEREEMKVSAKLFIVESNSSSSTRSAVDMACSVLGVAQLDSVIIASPPIEDGVNLSLEHLQPYWEELENLVQSKKIVAIGTSDLDKTQLEQLYQWAQVKPNSNQVNLASCCVMPPDLTAFAKQFDIQLLTHNDPKELLSEASFQEALQESIPDIQAHEWVPLWLLRYSVIVKSRGIIKSKGYILQAKRRGS. Result: 0 (no interaction).